Dataset: Full USPTO retrosynthesis dataset with 1.9M reactions from patents (1976-2016). Task: Predict the reactants needed to synthesize the given product. (1) Given the product [NH2:25][CH2:24][C:10]1[C:11]([NH:40][CH:32]([C:26]2[CH:31]=[CH:30][CH:29]=[CH:28][CH:27]=2)[CH2:33][C:34]2[CH:35]=[CH:36][CH:37]=[CH:38][CH:39]=2)=[N:12][C:13]2[N:14]([CH3:22])[C:15](=[O:21])[N:16]([CH3:20])[C:17](=[O:19])[C:18]=2[C:9]=1[C:3]1[CH:4]=[C:5]([F:8])[CH:6]=[CH:7][C:2]=1[O:51][CH3:50], predict the reactants needed to synthesize it. The reactants are: Br[C:2]1[CH:7]=[CH:6][C:5]([F:8])=[CH:4][C:3]=1[C:9]1[C:18]2[C:17](=[O:19])[N:16]([CH3:20])[C:15](=[O:21])[N:14]([CH3:22])[C:13]=2[N:12]=[C:11](Cl)[C:10]=1[C:24]#[N:25].[C:26]1([CH:32]([NH2:40])[CH2:33][C:34]2[CH:39]=[CH:38][CH:37]=[CH:36][CH:35]=2)[CH:31]=[CH:30][CH:29]=[CH:28][CH:27]=1.NCC1C(N2CCOCC2)=NC2N(C)C(=O)N(C)[C:50](=[O:51])C=2C=1C1C=C(F)C=CC=1Br. (2) The reactants are: [N:1]1[CH:6]=[CH:5][CH:4]=[CH:3][C:2]=1[N:7]([CH2:41][CH2:42][C:43]([O:45]CC)=[O:44])[C:8]([C:10]1[CH:40]=[CH:39][C:13]2[N:14]([CH3:38])[C:15]([CH2:17][NH:18][C:19]3[CH:24]=[CH:23][C:22]([C:25](=[NH:37])[NH:26][C:27]([O:29][CH2:30][C:31]4[CH:36]=[CH:35][CH:34]=[CH:33][CH:32]=4)=[O:28])=[CH:21][CH:20]=3)=[N:16][C:12]=2[CH:11]=1)=[O:9].[OH-].[Na+]. Given the product [N:1]1[CH:6]=[CH:5][CH:4]=[CH:3][C:2]=1[N:7]([CH2:41][CH2:42][C:43]([OH:45])=[O:44])[C:8]([C:10]1[CH:40]=[CH:39][C:13]2[N:14]([CH3:38])[C:15]([CH2:17][NH:18][C:19]3[CH:20]=[CH:21][C:22]([C:25](=[NH:37])[NH:26][C:27]([O:29][CH2:30][C:31]4[CH:32]=[CH:33][CH:34]=[CH:35][CH:36]=4)=[O:28])=[CH:23][CH:24]=3)=[N:16][C:12]=2[CH:11]=1)=[O:9], predict the reactants needed to synthesize it.